This data is from NCI-60 drug combinations with 297,098 pairs across 59 cell lines. The task is: Regression. Given two drug SMILES strings and cell line genomic features, predict the synergy score measuring deviation from expected non-interaction effect. (1) Drug 1: C1=NNC2=C1C(=O)NC=N2. Drug 2: CC(C)CN1C=NC2=C1C3=CC=CC=C3N=C2N. Cell line: SN12C. Synergy scores: CSS=2.93, Synergy_ZIP=-1.36, Synergy_Bliss=1.05, Synergy_Loewe=-3.46, Synergy_HSA=-1.51. (2) Drug 1: C1CC(C1)(C(=O)O)C(=O)O.[NH2-].[NH2-].[Pt+2]. Drug 2: C1=NC2=C(N=C(N=C2N1C3C(C(C(O3)CO)O)F)Cl)N. Synergy scores: CSS=31.4, Synergy_ZIP=-5.82, Synergy_Bliss=1.64, Synergy_Loewe=-4.71, Synergy_HSA=-1.35. Cell line: DU-145. (3) Drug 1: CC1=C(C=C(C=C1)C(=O)NC2=CC(=CC(=C2)C(F)(F)F)N3C=C(N=C3)C)NC4=NC=CC(=N4)C5=CN=CC=C5. Drug 2: CC1C(C(CC(O1)OC2CC(CC3=C2C(=C4C(=C3O)C(=O)C5=CC=CC=C5C4=O)O)(C(=O)C)O)N)O. Cell line: HCT-15. Synergy scores: CSS=40.0, Synergy_ZIP=7.16, Synergy_Bliss=6.28, Synergy_Loewe=-21.3, Synergy_HSA=4.43. (4) Drug 1: CC1=C2C(C(=O)C3(C(CC4C(C3C(C(C2(C)C)(CC1OC(=O)C(C(C5=CC=CC=C5)NC(=O)OC(C)(C)C)O)O)OC(=O)C6=CC=CC=C6)(CO4)OC(=O)C)OC)C)OC. Drug 2: CC1=C(C(=CC=C1)Cl)NC(=O)C2=CN=C(S2)NC3=CC(=NC(=N3)C)N4CCN(CC4)CCO. Cell line: 786-0. Synergy scores: CSS=41.4, Synergy_ZIP=0.899, Synergy_Bliss=-1.85, Synergy_Loewe=-0.436, Synergy_HSA=0.663. (5) Drug 1: C1=C(C(=O)NC(=O)N1)N(CCCl)CCCl. Drug 2: C1C(C(OC1N2C=NC(=NC2=O)N)CO)O. Cell line: KM12. Synergy scores: CSS=3.99, Synergy_ZIP=-6.00, Synergy_Bliss=-9.71, Synergy_Loewe=-6.93, Synergy_HSA=-6.73.